This data is from Full USPTO retrosynthesis dataset with 1.9M reactions from patents (1976-2016). The task is: Predict the reactants needed to synthesize the given product. Given the product [OH:36][CH:35]([C:31]1[CH:32]=[C:33]2[C:28](=[CH:29][CH:30]=1)[C:27](=[O:38])[O:26][C@@H:25]([CH3:24])[CH2:34]2)[CH2:37][N:11]1[CH2:12][CH:5]2[N:4]([CH2:3][C@H:2]([OH:1])[C:13]3[C:14]([CH3:23])=[C:15]4[C:16](=[CH:21][CH:22]=3)[C:17](=[O:20])[O:18][CH2:19]4)[CH:9]([CH2:8][O:7][CH2:6]2)[CH2:10]1, predict the reactants needed to synthesize it. The reactants are: [OH:1][C@H:2]([C:13]1[CH:22]=[CH:21][C:16]2[C:17](=[O:20])[O:18][CH2:19][C:15]=2[C:14]=1[CH3:23])[CH2:3][N:4]1[CH:9]2[CH2:10][NH:11][CH2:12][CH:5]1[CH2:6][O:7][CH2:8]2.[CH3:24][C@H:25]1[CH2:34][C:33]2[C:28](=[CH:29][CH:30]=[C:31]([CH:35]3[CH2:37][O:36]3)[CH:32]=2)[C:27](=[O:38])[O:26]1.